From a dataset of Reaction yield outcomes from USPTO patents with 853,638 reactions. Predict the reaction yield, written as a fraction of the theoretical maximum amount of product (1.0 means a 100% yield; for example, 0.34 means a 34% yield). (1) The reactants are C(OC(=O)C)(=O)C.C(O)(=O)C.[CH:12]([CH:14]1[C:19]2[CH:20]=[CH:21][CH:22]=[CH:23][C:18]=2[NH:17][C:16](=[O:24])[O:15]1)=[CH2:13].[N+:25]([O-])([OH:27])=[O:26]. The catalyst is O. The product is [N+:25]([C:21]1[CH:22]=[CH:23][C:18]2[NH:17][C:16](=[O:24])[O:15][CH:14]([CH:12]=[CH2:13])[C:19]=2[CH:20]=1)([O-:27])=[O:26]. The yield is 0.470. (2) The reactants are [Cl-].COC1N=C(OC)N=C([N+]2(C)CCOCC2)N=1.[CH:19]1([CH:22]([OH:36])[C:23]2[C:27]([C:28]([F:31])([F:30])[F:29])=[C:26]([C:32]([OH:34])=O)[N:25]([CH3:35])[N:24]=2)[CH2:21][CH2:20]1.[NH2:37][C:38]1[CH:39]=[CH:40][C:41]([Cl:50])=[C:42]([CH:49]=1)[C:43]([NH:45][CH:46]1[CH2:48][CH2:47]1)=[O:44]. The catalyst is O1CCCC1. The product is [Cl:50][C:41]1[CH:40]=[CH:39][C:38]([NH:37][C:32]([C:26]2[N:25]([CH3:35])[N:24]=[C:23]([CH:22]([CH:19]3[CH2:20][CH2:21]3)[OH:36])[C:27]=2[C:28]([F:29])([F:30])[F:31])=[O:34])=[CH:49][C:42]=1[C:43](=[O:44])[NH:45][CH:46]1[CH2:48][CH2:47]1. The yield is 0.440. (3) The reactants are [OH:1][C:2]1[CH:9]=[CH:8][C:7]([OH:10])=[CH:6][C:3]=1[CH:4]=O.C([O-])([O-])=O.[K+].[K+].[O:17]1[C:21]2[CH:22]=[CH:23][CH:24]=[CH:25][C:20]=2[CH:19]=[C:18]1[C:26](=[O:29])[CH2:27]Br. The catalyst is CC#N.C(Cl)Cl. The product is [O:17]1[C:21]2[CH:22]=[CH:23][CH:24]=[CH:25][C:20]=2[CH:19]=[C:18]1[C:26]([C:27]1[O:1][C:2]2[CH:9]=[CH:8][C:7]([OH:10])=[CH:6][C:3]=2[CH:4]=1)=[O:29]. The yield is 0.780. (4) The reactants are [F:1][C:2]1[C:15]2[O:14][C:13]3[C:8](=[CH:9][C:10]([C:16]4[C:17]([F:22])=[N:18][CH:19]=[CH:20][CH:21]=4)=[CH:11][CH:12]=3)[C:7]3([N:27]=[C:26]([NH2:28])[CH2:25][O:24][CH2:23]3)[C:6]=2[CH:5]=[C:4]([O:29]C)[CH:3]=1.B(Br)(Br)Br. The catalyst is C(Cl)Cl. The product is [NH2:28][C:26]1[CH2:25][O:24][CH2:23][C:7]2([C:6]3[CH:5]=[C:4]([OH:29])[CH:3]=[C:2]([F:1])[C:15]=3[O:14][C:13]3[C:8]2=[CH:9][C:10]([C:16]2[C:17]([F:22])=[N:18][CH:19]=[CH:20][CH:21]=2)=[CH:11][CH:12]=3)[N:27]=1. The yield is 0.950. (5) The reactants are C(N(CC)CC)C.[Cl:8][C:9]1[S:13][C:12]([CH2:14][C:15]([OH:17])=O)=[CH:11][CH:10]=1.CC(C)(C)C(Cl)=O.[CH2:25]([C@@H:32]1[CH2:36][O:35][C:34](=[O:37])[NH:33]1)[C:26]1[CH:31]=[CH:30][CH:29]=[CH:28][CH:27]=1.C([Li])CCC. The catalyst is CCOCC.C1COCC1.CCCCCC. The product is [CH2:25]([C@@H:32]1[CH2:36][O:35][C:34](=[O:37])[N:33]1[C:15](=[O:17])[CH2:14][C:12]1[S:13][C:9]([Cl:8])=[CH:10][CH:11]=1)[C:26]1[CH:27]=[CH:28][CH:29]=[CH:30][CH:31]=1. The yield is 0.560. (6) The reactants are [CH3:1][O:2][C:3](=[O:31])[C:4]1[CH:9]=[C:8]([S:10](=[O:29])(=[O:28])[N:11]([C:15]2[CH:20]=[CH:19][C:18]([C:21]3[CH:26]=[CH:25][C:24]([OH:27])=[CH:23][CH:22]=3)=[CH:17][CH:16]=2)[CH2:12][CH2:13][CH3:14])[CH:7]=[CH:6][C:5]=1[CH3:30].I[CH2:33][CH2:34][CH3:35].C(=O)([O-])[O-].[K+].[K+]. The catalyst is CC(C)=O.C(OCC)(=O)C. The product is [CH3:1][O:2][C:3](=[O:31])[C:4]1[CH:9]=[C:8]([S:10](=[O:29])(=[O:28])[N:11]([C:15]2[CH:20]=[CH:19][C:18]([C:21]3[CH:22]=[CH:23][C:24]([O:27][CH2:33][CH2:34][CH3:35])=[CH:25][CH:26]=3)=[CH:17][CH:16]=2)[CH2:12][CH2:13][CH3:14])[CH:7]=[CH:6][C:5]=1[CH3:30].[CH3:1][O:2][C:3](=[O:31])[C:4]1[CH:9]=[C:8]([S:10](=[O:29])(=[O:28])[N:11]([C:15]2[CH:20]=[CH:19][C:18]([C:21]3[CH:22]=[CH:23][C:24]([OH:27])=[CH:25][CH:26]=3)=[CH:17][CH:16]=2)[CH2:12][CH2:13][CH3:14])[CH:7]=[CH:6][C:5]=1[CH3:30]. The yield is 0.170. (7) The reactants are [NH2:1][C:2]1[CH:10]=[CH:9][C:5]([C:6]([OH:8])=[O:7])=[CH:4][N:3]=1.S(Cl)(Cl)=O.[CH2:15](O)[CH3:16]. No catalyst specified. The product is [NH2:1][C:2]1[CH:10]=[CH:9][C:5]([C:6]([O:8][CH2:15][CH3:16])=[O:7])=[CH:4][N:3]=1. The yield is 0.760.